This data is from Full USPTO retrosynthesis dataset with 1.9M reactions from patents (1976-2016). The task is: Predict the reactants needed to synthesize the given product. Given the product [C:1]([O:6][Si:8]([CH3:11])([CH3:10])[CH3:7])(=[O:5])/[CH:2]=[CH:3]/[CH3:4], predict the reactants needed to synthesize it. The reactants are: [C:1]([OH:6])(=[O:5])/[CH:2]=[CH:3]/[CH3:4].[CH3:7][Si:8]([CH3:11])([CH3:10])Cl.N1C=CC=CC=1.